Dataset: Forward reaction prediction with 1.9M reactions from USPTO patents (1976-2016). Task: Predict the product of the given reaction. Given the reactants [O:1]([C:8]1[C:17]2[C:12](=[CH:13][CH:14]=[CH:15][CH:16]=2)[N:11]=[CH:10][CH:9]=1)[C:2]1[CH:7]=[CH:6][CH:5]=[CH:4][CH:3]=1.[NH2:18][C:19]1[CH:27]=[CH:26][C:22]([C:23]([OH:25])=[O:24])=[CH:21][CH:20]=1.[C:28](O)(=[O:33])[CH2:29][C:30](O)=[O:31].P(Cl)(Cl)(Cl)=O, predict the reaction product. The product is: [O:1]([C:8]1[C:17]2[C:12](=[CH:13][CH:14]=[CH:15][CH:16]=2)[N:11]=[CH:10][CH:9]=1)[C:2]1[CH:3]=[CH:4][CH:5]=[CH:6][CH:7]=1.[OH:33][C:28]1[C:27]2[C:19](=[CH:20][CH:21]=[C:22]([C:23]([OH:25])=[O:24])[CH:26]=2)[NH:18][C:30](=[O:31])[CH:29]=1.